Dataset: Forward reaction prediction with 1.9M reactions from USPTO patents (1976-2016). Task: Predict the product of the given reaction. (1) Given the reactants C([PH+](C(C)(C)C)C(C)(C)C)(C)(C)C.F[B-](F)(F)F.C1(C(N)C2CCCCC2)CCCCC1.[CH3:33][O:34][C:35](=[O:38])[CH:36]=[CH2:37].FC(F)(F)S(O[C:45]1[C:50]([N+:51]([O-:53])=[O:52])=[CH:49][C:48]([O:54][CH2:55][C:56]2[CH:61]=[CH:60][CH:59]=[CH:58][CH:57]=2)=[CH:47][C:46]=1[C:62](=[O:64])[CH3:63])(=O)=O, predict the reaction product. The product is: [C:62]([C:46]1[CH:47]=[C:48]([O:54][CH2:55][C:56]2[CH:61]=[CH:60][CH:59]=[CH:58][CH:57]=2)[CH:49]=[C:50]([N+:51]([O-:53])=[O:52])[C:45]=1[CH:37]=[CH:36][C:35]([O:34][CH3:33])=[O:38])(=[O:64])[CH3:63]. (2) Given the reactants [CH3:1][N:2]([S:13]([C:16]1[CH:21]=[CH:20][C:19]([N:22]([CH3:28])[CH2:23][C:24]([F:27])([F:26])[F:25])=[C:18]([N+:29]([O-])=O)[CH:17]=1)(=[O:15])=[O:14])C(=O)OCC1C=CC=CC=1, predict the reaction product. The product is: [NH2:29][C:18]1[CH:17]=[C:16]([S:13]([NH:2][CH3:1])(=[O:14])=[O:15])[CH:21]=[CH:20][C:19]=1[N:22]([CH3:28])[CH2:23][C:24]([F:26])([F:25])[F:27]. (3) Given the reactants [CH2:1]([O:8][C:9]1[CH:10]=[C:11]2[C:16](=[CH:17][C:18]=1[O:19][CH3:20])[N:15]=[CH:14][C:13]([N+:21]([O-:23])=[O:22])=[C:12]2[CH:24](C#N)[C:25]1[CH:32]=[CH:31][C:28]([C:29]#[N:30])=[CH:27][CH:26]=1)[C:2]1[CH:7]=[CH:6][CH:5]=[CH:4][CH:3]=1.[Mn]([O-])(=O)(=O)=[O:36].[K+].C(OCC)(=O)C, predict the reaction product. The product is: [CH2:1]([O:8][C:9]1[CH:10]=[C:11]2[C:16](=[CH:17][C:18]=1[O:19][CH3:20])[N:15]=[CH:14][C:13]([N+:21]([O-:23])=[O:22])=[C:12]2[C:24]([C:25]1[CH:32]=[CH:31][C:28]([C:29]#[N:30])=[CH:27][CH:26]=1)=[O:36])[C:2]1[CH:3]=[CH:4][CH:5]=[CH:6][CH:7]=1. (4) Given the reactants [C:1]([C:4]1[O:8][C:7]2[C:9]([O:18][C:19](=[O:29])[CH2:20][NH:21][C:22]([O:24][C:25]([CH3:28])([CH3:27])[CH3:26])=[O:23])=[C:10]3[C:15](=[C:16]([OH:17])[C:6]=2[CH:5]=1)[CH:14]=[CH:13][CH:12]=[CH:11]3)(=[O:3])[CH3:2].[C:30](OC(=O)C)(=[O:32])[CH3:31].C(OCC)(=O)C, predict the reaction product. The product is: [C:1]([C:4]1[O:8][C:7]2[C:9]([O:18][C:19](=[O:29])[CH2:20][NH:21][C:22]([O:24][C:25]([CH3:28])([CH3:27])[CH3:26])=[O:23])=[C:10]3[C:15](=[C:16]([O:17][C:30](=[O:32])[CH3:31])[C:6]=2[CH:5]=1)[CH:14]=[CH:13][CH:12]=[CH:11]3)(=[O:3])[CH3:2]. (5) The product is: [C:6]([C:10]1[CH:15]=[CH:14][C:13]([O:16][CH2:17][O:18][CH3:19])=[C:12]([B:20]([OH:23])[OH:21])[CH:11]=1)([CH3:9])([CH3:7])[CH3:8]. Given the reactants C([Li])(C)(C)C.[C:6]([C:10]1[CH:15]=[CH:14][C:13]([O:16][CH2:17][O:18][CH3:19])=[CH:12][CH:11]=1)([CH3:9])([CH3:8])[CH3:7].[B:20](OC)([O:23]C)[O:21]C, predict the reaction product. (6) Given the reactants C([O:8][N:9]1[C:14]2[N:15]=[CH:16][N:17]=[C:18]([CH3:19])[C:13]=2[C:12]([NH:20][CH:21]2[CH2:26][CH2:25][N:24]([CH3:27])[CH2:23][CH2:22]2)=[CH:11][C:10]1=[O:28])C1C=CC=CC=1.[H][H], predict the reaction product. The product is: [OH:8][N:9]1[C:14]2[N:15]=[CH:16][N:17]=[C:18]([CH3:19])[C:13]=2[C:12]([NH:20][CH:21]2[CH2:26][CH2:25][N:24]([CH3:27])[CH2:23][CH2:22]2)=[CH:11][C:10]1=[O:28].